Predict the reactants needed to synthesize the given product. From a dataset of Full USPTO retrosynthesis dataset with 1.9M reactions from patents (1976-2016). Given the product [C:1]([O:5][C:6](=[O:13])[NH:7][C:8]1[S:9][C:10]([C:21]2([OH:24])[CH2:22][CH2:23][C:18]3([O:17][CH2:16][CH2:15][O:14]3)[CH2:19][CH2:20]2)=[CH:11][N:12]=1)([CH3:4])([CH3:2])[CH3:3], predict the reactants needed to synthesize it. The reactants are: [C:1]([O:5][C:6](=[O:13])[NH:7][C:8]1[S:9][CH:10]=[CH:11][N:12]=1)([CH3:4])([CH3:3])[CH3:2].[O:14]1[C:18]2([CH2:23][CH2:22][C:21](=[O:24])[CH2:20][CH2:19]2)[O:17][CH2:16][CH2:15]1.